This data is from Reaction yield outcomes from USPTO patents with 853,638 reactions. The task is: Predict the reaction yield, written as a fraction of the theoretical maximum amount of product (1.0 means a 100% yield; for example, 0.34 means a 34% yield). (1) The reactants are Br[C:2]1[S:6][C:5]([S:7]([NH:10][C:11]2[CH:19]=[CH:18][C:14]([C:15]([OH:17])=[O:16])=[C:13]([OH:20])[CH:12]=2)(=[O:9])=[O:8])=[CH:4][CH:3]=1.[O:21]1[C:25]2[CH:26]=[CH:27][C:28](B(O)O)=[CH:29][C:24]=2[CH2:23][CH2:22]1. No catalyst specified. The product is [O:21]1[C:25]2[CH:26]=[CH:27][C:28]([C:2]3[S:6][C:5]([S:7]([NH:10][C:11]4[CH:19]=[CH:18][C:14]([C:15]([OH:17])=[O:16])=[C:13]([OH:20])[CH:12]=4)(=[O:9])=[O:8])=[CH:4][CH:3]=3)=[CH:29][C:24]=2[CH2:23][CH2:22]1. The yield is 0.730. (2) The reactants are [Cl:1][C:2]1[C:3]([N:23]2[CH2:28][CH2:27][NH:26][CH2:25][CH2:24]2)=[N:4][C:5]([NH:8][C:9]2[CH:14]=[CH:13][CH:12]=[CH:11][C:10]=2[NH:15][C:16](=[O:22])[O:17][C:18]([CH3:21])([CH3:20])[CH3:19])=[N:6][CH:7]=1.[N:29]([C:32]1[CH:37]=[CH:36][CH:35]=[C:34]([C:38]([F:41])([F:40])[F:39])[CH:33]=1)=[C:30]=[O:31].C(N(CC)CC)C. The catalyst is C(Cl)Cl. The product is [Cl:1][C:2]1[C:3]([N:23]2[CH2:24][CH2:25][N:26]([C:30](=[O:31])[NH:29][C:32]3[CH:37]=[CH:36][CH:35]=[C:34]([C:38]([F:39])([F:41])[F:40])[CH:33]=3)[CH2:27][CH2:28]2)=[N:4][C:5]([NH:8][C:9]2[CH:14]=[CH:13][CH:12]=[CH:11][C:10]=2[NH:15][C:16](=[O:22])[O:17][C:18]([CH3:21])([CH3:20])[CH3:19])=[N:6][CH:7]=1. The yield is 0.620. (3) The reactants are [F:1][C:2]([F:27])([F:26])[C:3]1[CH:8]=[CH:7][C:6]([C:9]([C:16]2[CH:21]=[CH:20][C:19]([C:22]([F:25])([F:24])[F:23])=[CH:18][CH:17]=2)=[CH:10]/[CH:11]=[CH:12]/[C:13](O)=[O:14])=[CH:5][CH:4]=1.[NH:28]1[CH2:33][CH2:32][S:31][CH2:30][CH2:29]1.C(N(CC)CC)C.O. The catalyst is S(Cl)(Cl)=O. The product is [S:31]1[CH2:32][CH2:33][N:28]([C:13](=[O:14])/[CH:12]=[CH:11]/[CH:10]=[C:9]([C:16]2[CH:17]=[CH:18][C:19]([C:22]([F:23])([F:24])[F:25])=[CH:20][CH:21]=2)[C:6]2[CH:5]=[CH:4][C:3]([C:2]([F:26])([F:27])[F:1])=[CH:8][CH:7]=2)[CH2:29][CH2:30]1. The yield is 0.710. (4) The reactants are [NH:1]1[C:10]2[C:5](=[CH:6][CH:7]=[CH:8][CH:9]=2)[CH2:4][CH2:3][CH2:2]1.[N+:11]([O-])([O-:13])=[O:12].[K+].C([O-])(O)=O.[Na+]. The catalyst is OS(O)(=O)=O. The product is [N+:11]([C:8]1[CH:9]=[C:10]2[C:5]([CH2:4][CH2:3][CH2:2][NH:1]2)=[CH:6][CH:7]=1)([O-:13])=[O:12]. The yield is 0.250.